This data is from Forward reaction prediction with 1.9M reactions from USPTO patents (1976-2016). The task is: Predict the product of the given reaction. (1) Given the reactants [OH-].[Na+].C[O:4][C:5]([C:7]1[CH:8]=[C:9]([C:17]2[CH:22]=[CH:21][CH:20]=[C:19]([C:23]3[C:32]4[C:27](=[CH:28][C:29]([O:38][CH3:39])=[C:30]5[O:35][C:34]([CH3:37])([CH3:36])[CH2:33][C:31]5=4)[CH2:26][C:25]([CH3:41])([CH3:40])[N:24]=3)[CH:18]=2)[CH:10]=[CH:11][C:12]=1[NH:13][C:14](=[O:16])[CH3:15])=[O:6].Cl, predict the reaction product. The product is: [C:14]([NH:13][C:12]1[CH:11]=[CH:10][C:9]([C:17]2[CH:22]=[CH:21][CH:20]=[C:19]([C:23]3[C:32]4[C:27](=[CH:28][C:29]([O:38][CH3:39])=[C:30]5[O:35][C:34]([CH3:37])([CH3:36])[CH2:33][C:31]5=4)[CH2:26][C:25]([CH3:41])([CH3:40])[N:24]=3)[CH:18]=2)=[CH:8][C:7]=1[C:5]([OH:6])=[O:4])(=[O:16])[CH3:15]. (2) Given the reactants ClC(OCC(C)C)=O.[C:9]([N:16]1[CH2:23][CH2:22][CH2:21][C@H:17]1[C:18]([OH:20])=O)([O:11][C:12]([CH3:15])([CH3:14])[CH3:13])=[O:10].CCN(C(C)C)C(C)C.C[Si]([CH:37]=[N+:38]=[N-:39])(C)C, predict the reaction product. The product is: [N+:38](=[CH:37][C:18]([C@@H:17]1[CH2:21][CH2:22][CH2:23][N:16]1[C:9]([O:11][C:12]([CH3:13])([CH3:14])[CH3:15])=[O:10])=[O:20])=[N-:39].